Dataset: Reaction yield outcomes from USPTO patents with 853,638 reactions. Task: Predict the reaction yield, written as a fraction of the theoretical maximum amount of product (1.0 means a 100% yield; for example, 0.34 means a 34% yield). (1) The reactants are [CH:1]([S:3]([N:6]1[CH2:9][CH:8]([C:10]2[CH:31]=[CH:30][C:13]3[C:14]4[N:15]=[C:16]([C:22]5[N:23]([CH:27]([CH3:29])[CH3:28])[N:24]=[CH:25][N:26]=5)[S:17][C:18]=4[CH2:19][CH2:20][O:21][C:12]=3[CH:11]=2)[CH2:7]1)(=[O:5])=[O:4])=[CH2:2].[CH3:32][NH:33][CH3:34]. No catalyst specified. The product is [CH:27]([N:23]1[C:22]([C:16]2[S:17][C:18]3[CH2:19][CH2:20][O:21][C:12]4[CH:11]=[C:10]([CH:8]5[CH2:7][N:6]([S:3]([CH2:1][CH2:2][N:33]([CH3:34])[CH3:32])(=[O:5])=[O:4])[CH2:9]5)[CH:31]=[CH:30][C:13]=4[C:14]=3[N:15]=2)=[N:26][CH:25]=[N:24]1)([CH3:28])[CH3:29]. The yield is 0.340. (2) The reactants are CN(C(ON1N=[N:16][C:11]2C=C[CH:14]=[N:15][C:10]1=2)=[N+](C)C)C.F[P-](F)(F)(F)(F)F.[CH3:25][C:26]1[C:34]2[C:33]([NH:35][C:36]3[C:37]([O:42][CH:43]4[CH2:48][CH2:47][O:46][CH2:45][CH2:44]4)=[N:38][CH:39]=[CH:40][CH:41]=3)=[N:32][CH:31]=[N:30][C:29]=2[S:28][C:27]=1[C:49](O)=[O:50].CCN(C(C)C)C(C)C.C(N(C)CCN)(OC(C)(C)C)=O. The catalyst is CN(C=O)C. The product is [CH3:25][C:26]1[C:34]2[C:33]([NH:35][C:36]3[C:37]([O:42][CH:43]4[CH2:48][CH2:47][O:46][CH2:45][CH2:44]4)=[N:38][CH:39]=[CH:40][CH:41]=3)=[N:32][CH:31]=[N:30][C:29]=2[S:28][C:27]=1[C:49]([NH:16][CH2:11][CH2:10][NH:15][CH3:14])=[O:50]. The yield is 0.250. (3) The reactants are [Br:1][C:2]1[CH:3]=[CH:4][C:5]([F:12])=[C:6]([CH:11]=1)[C:7]([NH:9][CH3:10])=O.COC1C=CC(P2(SP(C3C=CC(OC)=CC=3)(=S)S2)=[S:22])=CC=1. The catalyst is C1(C)C=CC=CC=1. The product is [Br:1][C:2]1[CH:3]=[CH:4][C:5]([F:12])=[C:6]([CH:11]=1)[C:7](=[S:22])[NH:9][CH3:10]. The yield is 0.920. (4) The reactants are [C:1](OC(=O)C)(=[O:3])C.[CH3:8][O:9][C:10]([C:12]1[S:13][CH:14]=[CH:15][C:16]=1[NH2:17])=[O:11]. The yield is 0.850. The product is [CH3:8][O:9][C:10]([C:12]1[S:13][CH:14]=[CH:15][C:16]=1[NH:17][CH:1]=[O:3])=[O:11]. The catalyst is C(O)=O. (5) The yield is 0.980. The catalyst is [Os](=O)(=O)(=O)=O. The product is [OH:28][CH:14]1[CH:13]([OH:24])[CH:12]2[CH2:17][CH:15]1[O:16][N:11]2[C:9](=[O:10])[C@H:8]([NH:7][C:6](=[O:19])[O:5][C:1]([CH3:4])([CH3:2])[CH3:3])[CH3:18]. The reactants are [C:1]([O:5][C:6](=[O:19])[NH:7][C@H:8]([CH3:18])[C:9]([N:11]1[O:16][CH:15]2[CH2:17][CH:12]1[CH:13]=[CH:14]2)=[O:10])([CH3:4])([CH3:3])[CH3:2].C[N+]1([O-])CC[O:24]CC1.[OH2:28]. (6) The reactants are C(OC(=O)[NH:7][C:8]1[CH:13]=[CH:12][CH:11]=[CH:10][C:9]=1[NH:14][C:15](=[O:32])[C:16]1[CH:21]=[CH:20][C:19]([CH:22]=[CH:23][C:24]2[N:29]=[C:28]([NH2:30])[N:27]=[C:26]([NH2:31])[N:25]=2)=[CH:18][CH:17]=1)(C)(C)C.C(O)(C(F)(F)F)=O.C([O-])(O)=O.[Na+]. The catalyst is C(Cl)Cl. The product is [NH2:7][C:8]1[CH:13]=[CH:12][CH:11]=[CH:10][C:9]=1[NH:14][C:15](=[O:32])[C:16]1[CH:17]=[CH:18][C:19]([CH:22]=[CH:23][C:24]2[N:25]=[C:26]([NH2:31])[N:27]=[C:28]([NH2:30])[N:29]=2)=[CH:20][CH:21]=1. The yield is 0.980. (7) The reactants are [CH2:1]([N:8]1[CH2:12][CH:11]([CH2:13]O)[CH:10]([CH2:15][OH:16])[CH2:9]1)[C:2]1[CH:7]=[CH:6][CH:5]=[CH:4][CH:3]=1.O.C1(C)C=CC(S(O)(=O)=O)=CC=1.[OH-].[Na+]. The catalyst is C1(C)C=CC=CC=1. The product is [CH2:1]([N:8]1[CH2:9][CH:10]2[CH2:15][O:16][CH2:13][CH:11]2[CH2:12]1)[C:2]1[CH:3]=[CH:4][CH:5]=[CH:6][CH:7]=1. The yield is 0.800. (8) The reactants are [CH:1](=[N:8][C@@H:9]([CH2:14][CH2:15][CH2:16][CH2:17][NH:18][C:19]([O:21][CH2:22][C:23]1[CH:28]=[CH:27][CH:26]=[CH:25][CH:24]=1)=[O:20])[C:10]([O:12]C)=O)[C:2]1[CH:7]=[CH:6][CH:5]=[CH:4][CH:3]=1.[C:29]([NH2:33])(=[O:32])[CH:30]=[CH2:31].CC(C)([O-])C.[K+]. The catalyst is C1COCC1. The product is [CH:1](=[N:8][C:9]1([CH2:14][CH2:15][CH2:16][CH2:17][NH:18][C:19](=[O:20])[O:21][CH2:22][C:23]2[CH:28]=[CH:27][CH:26]=[CH:25][CH:24]=2)[CH2:31][CH2:30][C:29](=[O:32])[NH:33][C:10]1=[O:12])[C:2]1[CH:3]=[CH:4][CH:5]=[CH:6][CH:7]=1. The yield is 0.820. (9) The reactants are Cl.[NH2:2][C@@H:3]([C:5]1[CH:12]=[CH:11][C:8]([C:9]#[N:10])=[CH:7][CH:6]=1)[CH3:4].[C:13]([O:17][CH2:18][CH3:19])(=[O:16])CO.C[O-].[Na+].C1N=CN(C(N2C=NC=C2)=[O:29])C=1. The catalyst is [Cl-].[Na+].O. The product is [O:16]=[C:13]1[N:2]([C@@H:3]([C:5]2[CH:12]=[CH:11][C:8]([C:9]#[N:10])=[CH:7][CH:6]=2)[CH3:4])[C:19](=[O:29])[CH2:18][O:17]1. The yield is 0.600. (10) The reactants are C(OC([N:8]1[C:12]2[CH2:13][CH2:14][N:15]([C:18]([O:20][C:21]([CH3:24])([CH3:23])[CH3:22])=[O:19])[CH2:16][CH2:17][C:11]=2[N:10]=[CH:9]1)=O)(C)(C)C.[OH-].[Na+]. The catalyst is CO. The product is [C:21]([O:20][C:18]([N:15]1[CH2:16][CH2:17][C:11]2[N:10]=[CH:9][NH:8][C:12]=2[CH2:13][CH2:14]1)=[O:19])([CH3:24])([CH3:22])[CH3:23]. The yield is 0.990.